This data is from Forward reaction prediction with 1.9M reactions from USPTO patents (1976-2016). The task is: Predict the product of the given reaction. Given the reactants [NH2:1][C:2]1[C:7]([S:8]([CH2:11][C@@H:12]([CH3:15])[CH2:13][OH:14])(=[O:10])=[O:9])=[CH:6][C:5](Br)=[CH:4][N:3]=1.[CH3:17][O:18][C:19]1[CH:28]=[C:27]2[C:22]([C:23]([N:29]3[CH2:35][C:34]4[CH:36]=[C:37](B(O)O)[CH:38]=[CH:39][C:33]=4[O:32][CH2:31][CH2:30]3)=[N:24][CH:25]=[N:26]2)=[CH:21][CH:20]=1, predict the reaction product. The product is: [NH2:1][C:2]1[C:7]([S:8]([CH2:11][C@@H:12]([CH3:15])[CH2:13][OH:14])(=[O:10])=[O:9])=[CH:6][C:5]([C:37]2[CH:38]=[CH:39][C:33]3[O:32][CH2:31][CH2:30][N:29]([C:23]4[C:22]5[C:27](=[CH:28][C:19]([O:18][CH3:17])=[CH:20][CH:21]=5)[N:26]=[CH:25][N:24]=4)[CH2:35][C:34]=3[CH:36]=2)=[CH:4][N:3]=1.